This data is from Forward reaction prediction with 1.9M reactions from USPTO patents (1976-2016). The task is: Predict the product of the given reaction. (1) Given the reactants [Cl:1][C:2]1[CH:3]=[C:4]([CH:6]=[CH:7][CH:8]=1)[NH2:5].Cl[C:10]1[N:15]=[N:14][C:13]([C:16]2[CH:30]=[CH:29][C:19]([C:20]([NH:22][C:23]([CH3:28])([CH3:27])[C:24]([OH:26])=[O:25])=[O:21])=[CH:18][CH:17]=2)=[CH:12][CH:11]=1, predict the reaction product. The product is: [Cl:1][C:2]1[CH:3]=[C:4]([NH:5][C:10]2[N:15]=[N:14][C:13]([C:16]3[CH:17]=[CH:18][C:19]([C:20]([NH:22][C:23]([CH3:27])([CH3:28])[C:24]([OH:26])=[O:25])=[O:21])=[CH:29][CH:30]=3)=[CH:12][CH:11]=2)[CH:6]=[CH:7][CH:8]=1. (2) Given the reactants [Br:1][C:2]1[CH:10]=[CH:9][C:8]([OH:11])=[C:7]2[C:3]=1[CH2:4][CH2:5][C:6]2=[O:12].C(OC(=O)C)(=O)C.[N+:20]([O-])([OH:22])=[O:21], predict the reaction product. The product is: [Br:1][C:2]1[CH:10]=[C:9]([N+:20]([O-:22])=[O:21])[C:8]([OH:11])=[C:7]2[C:3]=1[CH2:4][CH2:5][C:6]2=[O:12]. (3) The product is: [Cl:16][C:13]1[CH:14]=[CH:15][C:10]([O:9][CH:7]([CH3:8])[C:6]([OH:23])=[O:5])=[C:11]([CH:17]2[CH2:22][CH2:21][CH2:20][CH2:19][CH2:18]2)[CH:12]=1. Given the reactants [OH-].[Na+].C([O:5][C:6](=[O:23])[CH:7]([O:9][C:10]1[CH:15]=[CH:14][C:13]([Cl:16])=[CH:12][C:11]=1[CH:17]1[CH2:22][CH2:21][CH2:20][CH2:19][CH2:18]1)[CH3:8])C, predict the reaction product. (4) Given the reactants [NH2:1][C:2]1[CH:12]=[CH:11][C:5]([C:6]([O:8][CH2:9][CH3:10])=[O:7])=[CH:4][CH:3]=1.N1C=CC=CC=1.[NH2:19][C:20]1[S:21][C:22]2[C:23](=[C:25]([S:30](Cl)(=[O:32])=[O:31])[CH:26]=[C:27]([F:29])[CH:28]=2)[N:24]=1, predict the reaction product. The product is: [NH2:19][C:20]1[S:21][C:22]2[C:23](=[C:25]([S:30]([NH:1][C:2]3[CH:3]=[CH:4][C:5]([C:6]([O:8][CH2:9][CH3:10])=[O:7])=[CH:11][CH:12]=3)(=[O:32])=[O:31])[CH:26]=[C:27]([F:29])[CH:28]=2)[N:24]=1. (5) The product is: [NH2:1][C:4]1[CH:13]=[CH:12][CH:11]=[C:10]2[C:5]=1[CH:6]=[CH:7][O:8][C:9]2=[O:14]. Given the reactants [N+:1]([C:4]1[CH:13]=[CH:12][CH:11]=[C:10]2[C:5]=1[CH:6]=[CH:7][O:8][C:9]2=[O:14])([O-])=O.O1CCCC1, predict the reaction product.